From a dataset of Forward reaction prediction with 1.9M reactions from USPTO patents (1976-2016). Predict the product of the given reaction. (1) Given the reactants [OH:1][C:2]1[CH:3]=[C:4]([CH:7]=[CH:8][CH:9]=1)[CH:5]=[O:6].Br[CH2:11][C:12]#[N:13].C(=O)([O-])[O-].[K+].[K+], predict the reaction product. The product is: [CH:5]([C:4]1[CH:3]=[C:2]([CH:9]=[CH:8][CH:7]=1)[O:1][CH2:11][C:12]#[N:13])=[O:6]. (2) Given the reactants [CH:1]1[C:9]2[C:8]3[CH2:10][CH2:11][CH2:12][CH2:13][CH2:14][C:7]=3[O:6][C:5]=2[CH:4]=[CH:3][C:2]=1[NH2:15].[C:16]([CH2:20][C:21](Cl)=[O:22])([CH3:19])([CH3:18])[CH3:17], predict the reaction product. The product is: [CH3:17][C:16]([CH3:19])([CH3:18])[CH2:20][C:21]([NH:15][C:2]1[CH:3]=[CH:4][C:5]2[O:6][C:7]3[CH2:14][CH2:13][CH2:12][CH2:11][CH2:10][C:8]=3[C:9]=2[CH:1]=1)=[O:22]. (3) The product is: [F:1][C:2]1[CH:10]=[C:9]2[C:5]([CH:6]=[C:7]([CH3:11])[NH:8]2)=[CH:4][C:3]=1[O:19][CH3:20]. Given the reactants [F:1][C:2]1[CH:10]=[C:9]2[C:5]([C:6](SC3C=CC=CC=3)=[C:7]([CH3:11])[NH:8]2)=[CH:4][C:3]=1[O:19][CH3:20], predict the reaction product. (4) Given the reactants [NH:1]1[C:9]2[C:4](=[CH:5][C:6](B(O)O)=[CH:7][CH:8]=2)[CH:3]=[CH:2]1.[NH2:13][C:14]1[CH:19]=[N:18][C:17](Br)=[CH:16][N:15]=1.C(=O)([O-])[O-].[Na+].[Na+].C(COC)OC, predict the reaction product. The product is: [NH:1]1[C:9]2[C:4](=[CH:5][C:6]([C:17]3[N:18]=[CH:19][C:14]([NH2:13])=[N:15][CH:16]=3)=[CH:7][CH:8]=2)[CH:3]=[CH:2]1. (5) Given the reactants [OH:1][C:2]1[CH:3]=[C:4]([CH:8]=[C:9]([OH:11])[CH:10]=1)[C:5]([OH:7])=[O:6].[Cl:12][CH2:13][CH2:14][CH2:15][CH2:16][CH2:17][CH2:18]O.S(=O)(=O)(O)O, predict the reaction product. The product is: [OH:1][C:2]1[CH:3]=[C:4]([CH:8]=[C:9]([OH:11])[CH:10]=1)[C:5]([O:7][CH2:18][CH2:17][CH2:16][CH2:15][CH2:14][CH2:13][Cl:12])=[O:6]. (6) Given the reactants [F:1][C:2]1[CH:7]=[CH:6][C:5]([C@:8]([CH3:28])([CH2:22][CH2:23][C:24]([CH3:27])([CH3:26])[CH3:25])[C:9]([CH:11](C(OCC)=O)[C:12](OCC)=[O:13])=[O:10])=[CH:4][CH:3]=1.O=P12OP3(OP(OP(O3)(O1)=O)(=O)O2)=O.O.Cl, predict the reaction product. The product is: [CH3:26][C:24]([CH3:25])([CH3:27])[CH2:23][CH2:22][C@@:8]1([CH3:28])[C:5]2[C:4](=[CH:3][C:2]([F:1])=[CH:7][CH:6]=2)[C:12]([OH:13])=[CH:11][C:9]1=[O:10].